Dataset: Reaction yield outcomes from USPTO patents with 853,638 reactions. Task: Predict the reaction yield, written as a fraction of the theoretical maximum amount of product (1.0 means a 100% yield; for example, 0.34 means a 34% yield). (1) The product is [Cl:1][C:2]([F:12])([F:13])[C:3]1[N:8]=[CH:7][C:6]([CH:9]([OH:11])[CH3:10])=[CH:5][CH:4]=1. The reactants are [Cl:1][C:2]([F:13])([F:12])[C:3]1[N:8]=[CH:7][C:6]([C:9](=[O:11])[CH3:10])=[CH:5][CH:4]=1.[BH4-].[Na+].Cl. The yield is 0.930. The catalyst is CO. (2) The reactants are [Cl:1][C:2]1[CH:3]=[CH:4][C:5]([O:28][CH2:29][CH:30]([CH3:32])[CH3:31])=[C:6]([CH2:8][N:9]2[C:13]([CH3:14])=[CH:12][C:11]([C:15]([NH:17][C:18]3[CH:23]=[CH:22][C:21]([CH:24]=O)=[CH:20][C:19]=3[O:26][CH3:27])=[O:16])=[N:10]2)[CH:7]=1.[NH:33]1[CH2:38][CH2:37][CH:36]([OH:39])[CH2:35][CH2:34]1.C(O[BH-](OC(=O)C)OC(=O)C)(=O)C.[Na+].C(OCC)(=O)C. The catalyst is O1CCCC1.[Cl-].[Na+].O. The product is [ClH:1].[Cl:1][C:2]1[CH:3]=[CH:4][C:5]([O:28][CH2:29][CH:30]([CH3:31])[CH3:32])=[C:6]([CH2:8][N:9]2[C:13]([CH3:14])=[CH:12][C:11]([C:15]([NH:17][C:18]3[CH:23]=[CH:22][C:21]([CH2:24][N:33]4[CH2:38][CH2:37][CH:36]([OH:39])[CH2:35][CH2:34]4)=[CH:20][C:19]=3[O:26][CH3:27])=[O:16])=[N:10]2)[CH:7]=1. The yield is 0.410. (3) The reactants are O.[NH2:2][NH2:3].[CH3:4][O:5][C:6]1[CH:13]=[CH:12][C:9]([CH2:10][Cl:11])=[CH:8][CH:7]=1. The catalyst is CCO. The product is [ClH:11].[CH3:4][O:5][C:6]1[CH:13]=[CH:12][C:9]([CH2:10][NH:2][NH2:3])=[CH:8][CH:7]=1. The yield is 0.720. (4) The reactants are [CH2:1]1[C@@H:6]2[CH2:7][CH2:8][CH2:9][N:5]2[CH2:4][C@@H:3]([CH2:10][OH:11])[O:2]1.C(N(CC)CC)C.[CH3:19][S:20](Cl)(=[O:22])=[O:21]. The catalyst is ClCCl. The product is [CH3:19][S:20]([O:11][CH2:10][C@H:3]1[O:2][CH2:1][C@@H:6]2[CH2:7][CH2:8][CH2:9][N:5]2[CH2:4]1)(=[O:22])=[O:21]. The yield is 0.800. (5) The reactants are [CH2:1]([O:8][C:9]1[N:10]=[N:11][C:12]([CH:23]2[CH2:25][CH2:24]2)=[CH:13][C:14]=1[O:15][CH2:16][C:17]1[CH:22]=[CH:21][CH:20]=[CH:19][CH:18]=1)[C:2]1[CH:7]=[CH:6][CH:5]=[CH:4][CH:3]=1.[CH2:26]([O:33]C1N=NC(Cl)=CC=1OCC1C=CC=CC=1)[C:27]1C=CC=CC=1.C(OC1N=NC(C#CC(C)C)=CC=1OCC1C=CC=CC=1)C1C=CC=CC=1.O1CC=C(B2OC(C)(C)C(C)(C)O2)CC1. No catalyst specified. The product is [CH2:1]([O:8][C:9]1[N:10]=[N:11][C:12]([C:23]2[CH2:27][CH2:26][O:33][CH2:25][CH:24]=2)=[CH:13][C:14]=1[O:15][CH2:16][C:17]1[CH:22]=[CH:21][CH:20]=[CH:19][CH:18]=1)[C:2]1[CH:7]=[CH:6][CH:5]=[CH:4][CH:3]=1. The yield is 0.660. (6) The reactants are C1(C)C=CC(S([N:10]2[CH2:18][CH2:17][CH2:16][C@@H:15]3[C@H:11]2[CH2:12][C:13]([P:27]([O:32]CC)(=[O:31])[O:28]CC)([P:19]([O:24]CC)(=[O:23])[O:20]CC)[CH2:14]3)(=O)=O)=CC=1.[ClH:36]. No catalyst specified. The product is [ClH:36].[C@@H:11]12[CH2:12][C:13]([P:27]([OH:32])(=[O:28])[OH:31])([P:19]([OH:23])(=[O:20])[OH:24])[CH2:14][C@@H:15]1[CH2:16][CH2:17][CH2:18][NH:10]2. The yield is 0.710. (7) The reactants are [CH3:1][N:2]1[CH:7]=[C:6]([N:8]2[C:16]3[CH:15]=[C:14]([C:17]4[CH:22]=[N:21][CH:20]=[C:19]([CH3:23])[N:18]=4)[N:13]=[CH:12][C:11]=3[CH:10]=[N:9]2)[N:5]=[C:4]([N:24]2[CH2:29][CH2:28][CH2:27][C@H:26]([NH:30]C(=O)OC(C)(C)C)[CH2:25]2)[C:3]1=[O:38]. The catalyst is C(O)(C(F)(F)F)=O.ClCCl. The product is [NH2:30][C@H:26]1[CH2:27][CH2:28][CH2:29][N:24]([C:4]2[C:3](=[O:38])[N:2]([CH3:1])[CH:7]=[C:6]([N:8]3[C:16]4[CH:15]=[C:14]([C:17]5[CH:22]=[N:21][CH:20]=[C:19]([CH3:23])[N:18]=5)[N:13]=[CH:12][C:11]=4[CH:10]=[N:9]3)[N:5]=2)[CH2:25]1. The yield is 0.180. (8) The reactants are [ClH:1].[NH2:2][C:3]1[C:4]2[C:5]3[C:6](=[N:18][N:19]([CH2:21][C:22]4[C:27]([Cl:28])=[C:26]([O:29][CH3:30])[C:25]([CH3:31])=[CH:24][N:23]=4)[N:20]=2)[CH:7]=[C:8]([CH2:13][C:14]([NH:16][CH3:17])=[O:15])[C:9]=3[CH2:10][S:11][N:12]=1. The catalyst is CC(C)=O. The product is [ClH:28].[ClH:1].[NH2:2][C:3]1[C:4]2[C:5]3[C:6](=[N:18][N:19]([CH2:21][C:22]4[C:27]([Cl:28])=[C:26]([O:29][CH3:30])[C:25]([CH3:31])=[CH:24][N:23]=4)[N:20]=2)[CH:7]=[C:8]([CH2:13][C:14]([NH:16][CH3:17])=[O:15])[C:9]=3[CH2:10][S:11][N:12]=1. The yield is 0.920. (9) The reactants are [Cl:1][C:2]1[CH:10]=[C:9]2[C:5]([C:6]([C:11](=[O:16])[C:12]([F:15])([F:14])[F:13])=[CH:7][NH:8]2)=[CH:4][CH:3]=1.C(=O)([O-])[O-].[K+].[K+].I[CH:24]([CH3:26])[CH3:25]. The yield is 0.830. The product is [Cl:1][C:2]1[CH:10]=[C:9]2[C:5]([C:6]([C:11](=[O:16])[C:12]([F:13])([F:14])[F:15])=[CH:7][N:8]2[CH:24]([CH3:26])[CH3:25])=[CH:4][CH:3]=1. The catalyst is CN(C)C=O.